Task: Predict which catalyst facilitates the given reaction.. Dataset: Catalyst prediction with 721,799 reactions and 888 catalyst types from USPTO (1) Reactant: [CH3:1][O:2][C:3]1[CH:8]=[CH:7][C:6]([CH:9]=[CH:10][C:11]([OH:13])=[O:12])=[CH:5][C:4]=1[C:14]([F:17])([F:16])[F:15].C(O)C. Product: [CH3:1][O:2][C:3]1[CH:8]=[CH:7][C:6]([CH2:9][CH2:10][C:11]([OH:13])=[O:12])=[CH:5][C:4]=1[C:14]([F:15])([F:17])[F:16]. The catalyst class is: 304. (2) Reactant: [CH2:1]([C:5]1[CH:6]=[C:7]2[C:11](=[CH:12][CH:13]=1)[NH:10][C:9]([CH:14]=[O:15])=[CH:8]2)[CH2:2][CH2:3][CH3:4].CI.[C:18](=O)([O-])[O-].[K+].[K+]. Product: [CH2:1]([C:5]1[CH:6]=[C:7]2[C:11](=[CH:12][CH:13]=1)[N:10]([CH3:18])[C:9]([CH:14]=[O:15])=[CH:8]2)[CH2:2][CH2:3][CH3:4]. The catalyst class is: 9. (3) Reactant: [Cl:1][C:2]1[CH:7]=[CH:6][CH:5]=[C:4]([F:8])[C:3]=1[NH:9][C:10]1[NH:11][C:12]2[C:18]3[CH2:19][C:20]([CH3:23])([CH3:22])[O:21][C:17]=3[C:16]([C:24]([NH:26][C:27]3[CH:32]=[CH:31][C:30]([C:33]([F:36])([F:35])[F:34])=[CH:29][CH:28]=3)=[O:25])=[CH:15][C:13]=2[N:14]=1.Cl. Product: [ClH:1].[Cl:1][C:2]1[CH:7]=[CH:6][CH:5]=[C:4]([F:8])[C:3]=1[NH:9][C:10]1[NH:11][C:12]2[C:18]3[CH2:19][C:20]([CH3:22])([CH3:23])[O:21][C:17]=3[C:16]([C:24]([NH:26][C:27]3[CH:28]=[CH:29][C:30]([C:33]([F:35])([F:36])[F:34])=[CH:31][CH:32]=3)=[O:25])=[CH:15][C:13]=2[N:14]=1. The catalyst class is: 1.